Dataset: Reaction yield outcomes from USPTO patents with 853,638 reactions. Task: Predict the reaction yield, written as a fraction of the theoretical maximum amount of product (1.0 means a 100% yield; for example, 0.34 means a 34% yield). The reactants are [F:1][C:2]1([F:30])[CH2:5][N:4]([C:6]([C:8]2[CH:17]=[CH:16][C:15]3[C:10](=[C:11]([C:18]4[CH:23]=[CH:22][C:21]([C:24]5[CH:25]=[N:26][N:27]([CH3:29])[CH:28]=5)=[CH:20][CH:19]=4)[CH:12]=[N:13][CH:14]=3)[N:9]=2)=[O:7])[CH2:3]1.ClC1C=C(C=CC=1)C(OO)=O.C([O-])(O)=O.[Na+].C1(C)C=CC(S(Cl)(=O)=O)=CC=1.C(C[NH2:61])O. The catalyst is C(Cl)Cl.O. The product is [NH2:61][C:14]1[N:13]=[CH:12][C:11]([C:18]2[CH:19]=[CH:20][C:21]([C:24]3[CH:25]=[N:26][N:27]([CH3:29])[CH:28]=3)=[CH:22][CH:23]=2)=[C:10]2[C:15]=1[CH:16]=[CH:17][C:8]([C:6]([N:4]1[CH2:3][C:2]([F:1])([F:30])[CH2:5]1)=[O:7])=[N:9]2. The yield is 0.390.